Regression. Given two drug SMILES strings and cell line genomic features, predict the synergy score measuring deviation from expected non-interaction effect. From a dataset of NCI-60 drug combinations with 297,098 pairs across 59 cell lines. (1) Synergy scores: CSS=0.923, Synergy_ZIP=-0.834, Synergy_Bliss=-3.35, Synergy_Loewe=-11.4, Synergy_HSA=-4.35. Drug 1: CC12CCC3C(C1CCC2NC(=O)OCC(F)(F)F)CCC4C3(C=CC(=O)N4C)C. Cell line: NCIH23. Drug 2: C1CNP(=O)(OC1)N(CCCl)CCCl. (2) Drug 1: CC1=C(C(CCC1)(C)C)C=CC(=CC=CC(=CC(=O)O)C)C. Drug 2: CCCCC(=O)OCC(=O)C1(CC(C2=C(C1)C(=C3C(=C2O)C(=O)C4=C(C3=O)C=CC=C4OC)O)OC5CC(C(C(O5)C)O)NC(=O)C(F)(F)F)O. Cell line: MCF7. Synergy scores: CSS=47.3, Synergy_ZIP=1.15, Synergy_Bliss=5.94, Synergy_Loewe=3.21, Synergy_HSA=7.12. (3) Synergy scores: CSS=30.1, Synergy_ZIP=-1.75, Synergy_Bliss=-4.05, Synergy_Loewe=-19.6, Synergy_HSA=-2.45. Drug 2: CC1C(C(CC(O1)OC2CC(CC3=C2C(=C4C(=C3O)C(=O)C5=C(C4=O)C(=CC=C5)OC)O)(C(=O)CO)O)N)O.Cl. Cell line: 786-0. Drug 1: CS(=O)(=O)OCCCCOS(=O)(=O)C. (4) Drug 2: C1CN(P(=O)(OC1)NCCCl)CCCl. Drug 1: C1=CC(=CC=C1C#N)C(C2=CC=C(C=C2)C#N)N3C=NC=N3. Synergy scores: CSS=2.45, Synergy_ZIP=-3.21, Synergy_Bliss=-5.51, Synergy_Loewe=-5.03, Synergy_HSA=-5.07. Cell line: SK-MEL-28. (5) Drug 1: C1=CC=C(C=C1)NC(=O)CCCCCCC(=O)NO. Drug 2: CC(C)CN1C=NC2=C1C3=CC=CC=C3N=C2N. Cell line: SF-295. Synergy scores: CSS=4.50, Synergy_ZIP=-0.0744, Synergy_Bliss=2.71, Synergy_Loewe=-0.342, Synergy_HSA=-0.315. (6) Drug 1: C1C(C(OC1N2C=C(C(=O)NC2=O)F)CO)O. Drug 2: C1CN(P(=O)(OC1)NCCCl)CCCl. Cell line: SF-295. Synergy scores: CSS=32.8, Synergy_ZIP=-5.47, Synergy_Bliss=-2.49, Synergy_Loewe=-1.84, Synergy_HSA=-0.0902. (7) Drug 1: CS(=O)(=O)C1=CC(=C(C=C1)C(=O)NC2=CC(=C(C=C2)Cl)C3=CC=CC=N3)Cl. Drug 2: C1CN(P(=O)(OC1)NCCCl)CCCl. Cell line: SN12C. Synergy scores: CSS=0.427, Synergy_ZIP=-0.212, Synergy_Bliss=-1.64, Synergy_Loewe=-3.26, Synergy_HSA=-2.66. (8) Drug 1: CN1C2=C(C=C(C=C2)N(CCCl)CCCl)N=C1CCCC(=O)O.Cl. Drug 2: C1=NC2=C(N=C(N=C2N1C3C(C(C(O3)CO)O)F)Cl)N. Cell line: HCC-2998. Synergy scores: CSS=15.3, Synergy_ZIP=-5.75, Synergy_Bliss=0.732, Synergy_Loewe=-25.6, Synergy_HSA=-0.835. (9) Cell line: SK-MEL-5. Synergy scores: CSS=7.44, Synergy_ZIP=1.15, Synergy_Bliss=6.29, Synergy_Loewe=2.92, Synergy_HSA=3.19. Drug 2: CC1=CC=C(C=C1)C2=CC(=NN2C3=CC=C(C=C3)S(=O)(=O)N)C(F)(F)F. Drug 1: CC1=C(C=C(C=C1)NC2=NC=CC(=N2)N(C)C3=CC4=NN(C(=C4C=C3)C)C)S(=O)(=O)N.Cl. (10) Synergy scores: CSS=53.3, Synergy_ZIP=-10.1, Synergy_Bliss=-8.52, Synergy_Loewe=-11.9, Synergy_HSA=-4.80. Drug 1: C1CCC(CC1)NC(=O)N(CCCl)N=O. Cell line: U251. Drug 2: CC1=C2C(C(=O)C3(C(CC4C(C3C(C(C2(C)C)(CC1OC(=O)C(C(C5=CC=CC=C5)NC(=O)OC(C)(C)C)O)O)OC(=O)C6=CC=CC=C6)(CO4)OC(=O)C)O)C)O.